Dataset: Full USPTO retrosynthesis dataset with 1.9M reactions from patents (1976-2016). Task: Predict the reactants needed to synthesize the given product. (1) Given the product [F:9][C:10]1[CH:18]=[C:17]([F:19])[CH:16]=[CH:15][C:11]=1[C:12]([N:5]1[CH2:6][CH2:7][CH2:8][C@@H:3]([OH:2])[CH2:4]1)=[O:13], predict the reactants needed to synthesize it. The reactants are: Cl.[OH:2][C@@H:3]1[CH2:8][CH2:7][CH2:6][NH:5][CH2:4]1.[F:9][C:10]1[CH:18]=[C:17]([F:19])[CH:16]=[CH:15][C:11]=1[C:12](O)=[O:13]. (2) Given the product [CH3:34][O:33][C:26]1[CH:25]=[C:24]([C:9]2[CH2:14][CH2:13][N:12]([C:15]([O:17][C:18]([CH3:19])([CH3:20])[CH3:21])=[O:16])[CH2:11][CH:10]=2)[CH:29]=[CH:28][C:27]=1[N+:30]([O-:32])=[O:31], predict the reactants needed to synthesize it. The reactants are: CC1(C)C(C)(C)OB([C:9]2[CH2:14][CH2:13][N:12]([C:15]([O:17][C:18]([CH3:21])([CH3:20])[CH3:19])=[O:16])[CH2:11][CH:10]=2)O1.Cl[C:24]1[CH:29]=[CH:28][C:27]([N+:30]([O-:32])=[O:31])=[C:26]([O:33][CH3:34])[CH:25]=1.C(=O)([O-])[O-].[Na+].[Na+]. (3) Given the product [N:16]1[CH:21]=[CH:20][CH:19]=[CH:18][C:17]=1[NH:22][C:23]1[CH:28]=[CH:27][C:26]([O:29][C:2]2[C:3]([CH:8]3[CH2:12][CH2:11][N:10]([C:13](=[O:15])[CH3:14])[CH2:9]3)=[N:4][CH:5]=[CH:6][N:7]=2)=[CH:25][CH:24]=1, predict the reactants needed to synthesize it. The reactants are: F[C:2]1[C:3]([CH:8]2[CH2:12][CH2:11][N:10]([C:13](=[O:15])[CH3:14])[CH2:9]2)=[N:4][CH:5]=[CH:6][N:7]=1.[N:16]1[CH:21]=[CH:20][CH:19]=[CH:18][C:17]=1[NH:22][C:23]1[CH:28]=[CH:27][C:26]([OH:29])=[CH:25][CH:24]=1.C(=O)([O-])[O-].[Cs+].[Cs+]. (4) Given the product [C:1]([O:5][C:6]([N:8]1[CH2:9][CH2:10][C:11]([NH2:14])([CH2:21][CH2:24][NH2:23])[CH2:12][CH2:13]1)=[O:7])([CH3:2])([CH3:3])[CH3:4], predict the reactants needed to synthesize it. The reactants are: [C:1]([O:5][C:6]([N:8]1[CH2:13][CH2:12][C:11]([CH2:21]N)([NH:14]C(=O)C(F)(F)F)[CH2:10][CH2:9]1)=[O:7])([CH3:4])([CH3:3])[CH3:2].[NH3:23].[CH3:24]O. (5) Given the product [CH:1]1([C@H:5]([NH:7][C:8]2[N:16]=[C:15]([C:17]3[NH:18][C:37](=[O:38])[O:20][N:19]=3)[N:14]=[C:13]3[C:9]=2[N:10]([CH2:29][C@H:30]2[CH2:35][CH2:34][C@H:33]([CH3:36])[CH2:32][CH2:31]2)[C:11]([C:21]([C:23]2[CH:28]=[CH:27][CH:26]=[CH:25][CH:24]=2)=[CH2:22])=[N:12]3)[CH3:6])[CH2:2][CH2:3][CH2:4]1, predict the reactants needed to synthesize it. The reactants are: [CH:1]1([C@H:5]([NH:7][C:8]2[N:16]=[C:15]([C:17](=[N:19][OH:20])[NH2:18])[N:14]=[C:13]3[C:9]=2[N:10]([CH2:29][C@H:30]2[CH2:35][CH2:34][C@H:33]([CH3:36])[CH2:32][CH2:31]2)[C:11]([C:21]([C:23]2[CH:28]=[CH:27][CH:26]=[CH:25][CH:24]=2)=[CH2:22])=[N:12]3)[CH3:6])[CH2:4][CH2:3][CH2:2]1.[C:37](N1C=CN=C1)(N1C=CN=C1)=[O:38].N12CCCN=C1CCCCC2. (6) Given the product [CH3:1][O:2][C:3]([CH:4]([CH:5]1[CH2:6][CH2:7][N:8]([C:11]([O:13][CH2:14][C:15]2[CH:20]=[CH:19][CH:18]=[CH:17][CH:16]=2)=[O:12])[CH2:9][CH2:10]1)[CH2:25][C:24]([C:26]1[CH:31]=[CH:30][CH:29]=[CH:28][CH:27]=1)=[CH2:23])=[O:21], predict the reactants needed to synthesize it. The reactants are: [CH3:1][O:2][C:3](=[O:21])[CH2:4][CH:5]1[CH2:10][CH2:9][N:8]([C:11]([O:13][CH2:14][C:15]2[CH:20]=[CH:19][CH:18]=[CH:17][CH:16]=2)=[O:12])[CH2:7][CH2:6]1.Br[CH2:23][C:24]([C:26]1[CH:31]=[CH:30][CH:29]=[CH:28][CH:27]=1)=[CH2:25]. (7) Given the product [N:1]([CH2:4][C@@H:5]1[C@H:9]2[O:10][C:11]([CH3:14])([CH3:13])[O:12][C@H:8]2[C@H:7]([N:15]2[CH:23]=[N:22][C:21]3[C:16]2=[N:17][CH:18]=[N:19][C:20]=3[NH:36][CH2:35][C:28]2[CH:29]=[CH:30][C:31]([O:33][CH3:34])=[CH:32][C:27]=2[O:26][CH3:25])[CH2:6]1)=[N+:2]=[N-:3], predict the reactants needed to synthesize it. The reactants are: [N:1]([CH2:4][C@@H:5]1[C@H:9]2[O:10][C:11]([CH3:14])([CH3:13])[O:12][C@H:8]2[C@H:7]([N:15]2[CH:23]=[N:22][C:21]3[C:16]2=[N:17][CH:18]=[N:19][C:20]=3Cl)[CH2:6]1)=[N+:2]=[N-:3].[CH3:25][O:26][C:27]1[CH:32]=[C:31]([O:33][CH3:34])[CH:30]=[CH:29][C:28]=1[CH2:35][NH2:36].C(N(CC)C(C)C)(C)C. (8) Given the product [Cl:2][C:3]1[C:4]2[N:5]([CH:18]=[N:19][CH:20]=2)[C:6]([N:12]2[CH2:17][CH2:16][N:15]([CH2:31][CH2:32][O:33][CH3:34])[CH2:14][CH2:13]2)=[C:7]([C:9](=[O:11])[CH3:10])[CH:8]=1, predict the reactants needed to synthesize it. The reactants are: Cl.[Cl:2][C:3]1[C:4]2[N:5]([CH:18]=[N:19][CH:20]=2)[C:6]([N:12]2[CH2:17][CH2:16][NH:15][CH2:14][CH2:13]2)=[C:7]([C:9](=[O:11])[CH3:10])[CH:8]=1.C(N(CC)C(C)C)(C)C.Br[CH2:31][CH2:32][O:33][CH3:34].